Dataset: Catalyst prediction with 721,799 reactions and 888 catalyst types from USPTO. Task: Predict which catalyst facilitates the given reaction. (1) Reactant: COC1C=CC(C(C2C=CC(OC)=CC=2)[N:10]2[C:14]3[CH:15]=[CH:16][CH:17]=[C:18]([O:19][C:20]4[CH:29]=[C:28]([N:30]5[CH2:35][CH2:34][N:33]([CH2:36][C:37]6[CH2:42][CH2:41][C:40]([CH3:44])([CH3:43])[CH2:39][C:38]=6[C:45]6[CH:50]=[CH:49][C:48]([Cl:51])=[CH:47][CH:46]=6)[CH2:32][CH2:31]5)[CH:27]=[CH:26][C:21]=4C(OC)=O)C=3N=C2)=CC=1.[CH3:60][N:61]([CH3:64])[CH:62]=[O:63].C(Cl)(=O)C(Cl)=O. Product: [Cl:51][C:48]1[CH:47]=[CH:46][C:45]([C:38]2[CH2:39][C:40]([CH3:44])([CH3:43])[CH2:41][CH2:42][C:37]=2[CH2:36][N:33]2[CH2:32][CH2:31][N:30]([C:28]3[CH:27]=[CH:26][C:21]4[C:62](=[O:63])[N:61]5[CH:64]=[N:10][C:14]6[CH:15]=[CH:16][CH:17]=[C:18]([C:60]=65)[O:19][C:20]=4[CH:29]=3)[CH2:35][CH2:34]2)=[CH:50][CH:49]=1. The catalyst class is: 4. (2) Reactant: [N+:1]([C:4]1[CH:9]=[CH:8][C:7]([S:10]([CH3:17])(=[N:12][C:13](=O)[CH2:14][CH3:15])=[O:11])=[CH:6][CH:5]=1)([O-:3])=[O:2].B.O1CCCC1.O.CO. Product: [N+:1]([C:4]1[CH:5]=[CH:6][C:7]([S:10]([CH3:17])(=[N:12][CH2:13][CH2:14][CH3:15])=[O:11])=[CH:8][CH:9]=1)([O-:3])=[O:2]. The catalyst class is: 4. (3) Reactant: [CH2:1]([C:3]1[C:8]([O:9][CH2:10][C:11]([O:13]C(C)(C)C)=[O:12])=[CH:7][CH:6]=[C:5]([CH3:18])[N:4]=1)[CH3:2].C(O)(C(F)(F)F)=O. Product: [CH2:1]([C:3]1[C:8]([O:9][CH2:10][C:11]([OH:13])=[O:12])=[CH:7][CH:6]=[C:5]([CH3:18])[N:4]=1)[CH3:2]. The catalyst class is: 2. (4) The catalyst class is: 2. Reactant: O=S(Cl)Cl.[Br:5][C:6]1[C:7]([O:22][CH2:23][CH2:24][C:25]([OH:27])=O)=[CH:8][CH:9]=[C:10]2[C:14]=1[N:13]([C:15]1[CH:20]=[CH:19][C:18]([F:21])=[CH:17][CH:16]=1)[N:12]=[CH:11]2.[Cl-].[Al+3].[Cl-].[Cl-]. Product: [Br:5][C:6]1[C:7]2[O:22][CH2:23][CH2:24][C:25](=[O:27])[C:8]=2[CH:9]=[C:10]2[C:14]=1[N:13]([C:15]1[CH:20]=[CH:19][C:18]([F:21])=[CH:17][CH:16]=1)[N:12]=[CH:11]2. (5) Reactant: Cl[C:2]1[N:7]=[N:6][C:5]([O:8][CH:9]2[CH2:14][CH2:13][O:12][CH2:11][CH2:10]2)=[C:4]([N:15]2[CH2:20][CH2:19][O:18][CH2:17][CH2:16]2)[CH:3]=1.[CH3:21][C:22]1[N:27]=[CH:26][C:25]([NH2:28])=[CH:24][C:23]=1B1OC(C)(C)C(C)(C)O1.C([O-])([O-])=O.[Na+].[Na+].C(Cl)Cl. Product: [CH3:21][C:22]1[N:27]=[CH:26][C:25]([NH2:28])=[CH:24][C:23]=1[C:2]1[N:7]=[N:6][C:5]([O:8][CH:9]2[CH2:14][CH2:13][O:12][CH2:11][CH2:10]2)=[C:4]([N:15]2[CH2:20][CH2:19][O:18][CH2:17][CH2:16]2)[CH:3]=1. The catalyst class is: 57. (6) Reactant: [H-].C([Al+]CC(C)C)C(C)C.[CH:11]1([C:14]([NH:16][C:17]2[N:18]=[CH:19][C:20]3[C:25]([CH:26]=2)=[CH:24][CH:23]=[C:22]([C:27]2[C:28]([CH3:38])=[C:29]([F:37])[C:30]([C:33](OC)=[O:34])=[N:31][CH:32]=2)[CH:21]=3)=[O:15])[CH2:13][CH2:12]1. Product: [F:37][C:29]1[C:28]([CH3:38])=[C:27]([C:22]2[CH:21]=[C:20]3[C:25]([CH:26]=[C:17]([NH:16][C:14]([CH:11]4[CH2:13][CH2:12]4)=[O:15])[N:18]=[CH:19]3)=[CH:24][CH:23]=2)[CH:32]=[N:31][C:30]=1[CH2:33][OH:34]. The catalyst class is: 2. (7) Reactant: [CH3:1][C:2]1[CH:7]=[C:6]([CH3:8])[NH:5][C:4](=[O:9])[C:3]=1[CH2:10][NH:11][C:12]([C:14]1[CH:15]=[C:16]([C:30]2[CH:35]=[CH:34][C:33]([CH2:36][N:37]3[CH2:42][CH2:41][O:40][CH2:39][CH2:38]3)=[CH:32][CH:31]=2)[CH:17]=[C:18]([N:21]([CH2:28][CH3:29])[CH:22]2[CH2:27][CH2:26][O:25][CH2:24][CH2:23]2)[C:19]=1[CH3:20])=[O:13].[ClH:43]. Product: [Cl-:43].[CH3:1][C:2]1[CH:7]=[C:6]([CH3:8])[NH:5][C:4](=[O:9])[C:3]=1[CH2:10][NH:11][C:12]([C:14]1[CH:15]=[C:16]([C:30]2[CH:35]=[CH:34][C:33]([CH2:36][NH+:37]3[CH2:38][CH2:39][O:40][CH2:41][CH2:42]3)=[CH:32][CH:31]=2)[CH:17]=[C:18]([N:21]([CH2:28][CH3:29])[CH:22]2[CH2:23][CH2:24][O:25][CH2:26][CH2:27]2)[C:19]=1[CH3:20])=[O:13]. The catalyst class is: 125. (8) Reactant: Br[C:2]1[CH:3]=[C:4]([C:8]2([CH3:13])[O:12][CH2:11][CH2:10][O:9]2)[CH:5]=[CH:6][CH:7]=1.[Mg].[F:15][C:16]([F:24])([F:23])[C:17](=[O:22])[CH:18]=[C:19]([CH3:21])[CH3:20]. Product: [F:15][C:16]([F:24])([F:23])[C:17](=[O:22])[CH2:18][C:19]([CH3:21])([C:2]1[CH:7]=[CH:6][CH:5]=[C:4]([C:8]2([CH3:13])[O:12][CH2:11][CH2:10][O:9]2)[CH:3]=1)[CH3:20]. The catalyst class is: 1. (9) Reactant: [CH3:1][O:2][C:3]([C:5]1[S:6][C:7]([CH:18]=[O:19])=[CH:8][C:9]=1[NH:10][C:11]([O:13][C:14]([CH3:17])([CH3:16])[CH3:15])=[O:12])=[O:4].[BH4-].[Na+].C(OCC)(=O)C.O. Product: [CH3:1][O:2][C:3]([C:5]1[S:6][C:7]([CH2:18][OH:19])=[CH:8][C:9]=1[NH:10][C:11]([O:13][C:14]([CH3:15])([CH3:17])[CH3:16])=[O:12])=[O:4]. The catalyst class is: 40. (10) Reactant: [F:1][C:2]([F:50])([F:49])[CH:3]([NH:27][C:28](=[O:48])[C@@H:29]([NH:43][C:44]([O:46][CH3:47])=[O:45])[CH:30]([C:37]1[CH:42]=[CH:41][CH:40]=[CH:39][CH:38]=1)[C:31]1[CH:36]=[CH:35][CH:34]=[CH:33][CH:32]=1)[CH2:4][CH2:5][CH:6]=[C:7]([N:11]([S:15]([C:18]1[CH:23]=[CH:22][C:21]([N+:24]([O-])=O)=[CH:20][CH:19]=1)(=[O:17])=[O:16])[CH2:12][CH2:13][CH3:14])[C:8]([O-])=[O:9].N#N. Product: [NH2:24][C:21]1[CH:22]=[CH:23][C:18]([S:15]([N:11]([CH2:12][CH2:13][CH3:14])[C@H:7]([CH2:8][OH:9])[CH2:6][CH2:5][CH2:4][C@@H:3]([NH:27][C:28](=[O:48])[C@H:29]([CH:30]([C:31]2[CH:32]=[CH:33][CH:34]=[CH:35][CH:36]=2)[C:37]2[CH:42]=[CH:41][CH:40]=[CH:39][CH:38]=2)[NH:43][C:44]([O:46][CH3:47])=[O:45])[C:2]([F:49])([F:50])[F:1])(=[O:17])=[O:16])=[CH:19][CH:20]=1. The catalyst class is: 320.